From a dataset of CYP2C19 inhibition data for predicting drug metabolism from PubChem BioAssay. Regression/Classification. Given a drug SMILES string, predict its absorption, distribution, metabolism, or excretion properties. Task type varies by dataset: regression for continuous measurements (e.g., permeability, clearance, half-life) or binary classification for categorical outcomes (e.g., BBB penetration, CYP inhibition). Dataset: cyp2c19_veith. (1) The compound is c1ccc(-n2ncc3c2ncn2cnnc32)cc1. The result is 0 (non-inhibitor). (2) The molecule is CC(=O)N=c1sccn1CC(=O)c1ccc([N+](=O)[O-])cc1. The result is 1 (inhibitor). (3) The compound is C[C@@]12CCC(=O)C=C1C[C@H](O)[C@@H]1[C@@H]2CC[C@]2(C)[C@H]1CC[C@]2(C)O. The result is 0 (non-inhibitor). (4) The molecule is CCN1C(=O)C(CC(=O)Nc2ccc(OC)cc2)N(Cc2cccs2)C1=S. The result is 1 (inhibitor). (5) The compound is O=C1C2CCC(C(O)C2)N1Cc1ccccc1. The result is 1 (inhibitor). (6) The drug is CCCCCCCCCC(=O)O[C@H](CC(=O)O)C[N+](C)(C)C. The result is 0 (non-inhibitor). (7) The compound is COc1ccc(CN(C(=O)c2cccs2)C(C(=O)NC2CCCCC2)c2ccc3ncccc3c2)cc1. The result is 1 (inhibitor).